Dataset: Full USPTO retrosynthesis dataset with 1.9M reactions from patents (1976-2016). Task: Predict the reactants needed to synthesize the given product. (1) The reactants are: [NH:1]1[CH:5]=[CH:4][N:3]=[CH:2]1.[C:6]([OH:15])(=[O:14])[C:7]1[C:8](=[CH:10][CH:11]=[CH:12][CH:13]=1)[OH:9].[CH:16]1[N:20]([CH2:21][O:22][CH2:23][CH2:24][OH:25])[C:19]2[N:26]=[C:27]([NH2:31])[N:28]=[C:29]([OH:30])[C:18]=2[N:17]=1.[OH-].[NH4+]. Given the product [CH:16]1[N:20]([CH2:21][O:22][CH2:23][CH2:24][OH:25])[C:19]2[N:26]=[C:27]([NH2:31])[N:28]=[C:29]([OH:30])[C:18]=2[N:17]=1.[NH:1]1[CH:5]=[CH:4][N:3]=[CH:2]1.[CH:12]1[CH:13]=[C:7]([C:6]([OH:15])=[O:14])[C:8]([OH:9])=[CH:10][CH:11]=1, predict the reactants needed to synthesize it. (2) Given the product [NH2:12][CH2:11][CH2:10][C:9]([C:4]1[CH:5]=[CH:6][C:7]([Cl:8])=[C:2]([Cl:1])[CH:3]=1)([OH:16])[CH2:13][O:14][CH3:15], predict the reactants needed to synthesize it. The reactants are: [Cl:1][C:2]1[CH:3]=[C:4]([C:9]([OH:16])([CH2:13][O:14][CH3:15])[CH2:10][C:11]#[N:12])[CH:5]=[CH:6][C:7]=1[Cl:8].[H-].[Al+3].[Li+].[H-].[H-].[H-]. (3) Given the product [CH3:31][O:30][C:27]1[CH:26]=[CH:25][C:24]([CH2:23][N:21]2[CH:22]=[C:18]([CH2:17][O:16][C:14]([C:13]3[CH:32]=[CH:33][C:10]([S:9][C:7]([CH3:34])([CH3:8])[C:6]([OH:35])=[O:5])=[CH:11][CH:12]=3)=[O:15])[N:19]=[N:20]2)=[CH:29][CH:28]=1, predict the reactants needed to synthesize it. The reactants are: C([O:5][C:6](=[O:35])[C:7]([CH3:34])([S:9][C:10]1[CH:33]=[CH:32][C:13]([C:14]([O:16][CH2:17][C:18]2[N:19]=[N:20][N:21]([CH2:23][C:24]3[CH:29]=[CH:28][C:27]([O:30][CH3:31])=[CH:26][CH:25]=3)[CH:22]=2)=[O:15])=[CH:12][CH:11]=1)[CH3:8])(C)(C)C.Cl. (4) The reactants are: [F:1][C:2]([F:51])([F:50])[C:3]1[CH:4]=[C:5]([C@H:13]2[O:17][C:16](=[O:18])[N:15]([CH2:19][C:20]3[C:25]([C:26]4[CH:27]=[C:28]([C:34]5[CH:43]=[CH:42][C:37]([C:38]([O:40][CH3:41])=[O:39])=[CH:36][C:35]=5[CH3:44])[CH:29]=[N:30][C:31]=4[O:32][CH3:33])=[CH:24][N:23]=[C:22](S(C)(=O)=O)[N:21]=3)[C@H:14]2[CH3:49])[CH:6]=[C:7]([C:9]([F:12])([F:11])[F:10])[CH:8]=1.[NH:52]1[CH:56]=[CH:55][N:54]=[CH:53]1. Given the product [F:1][C:2]([F:51])([F:50])[C:3]1[CH:4]=[C:5]([C@H:13]2[O:17][C:16](=[O:18])[N:15]([CH2:19][C:20]3[C:25]([C:26]4[CH:27]=[C:28]([C:34]5[CH:43]=[CH:42][C:37]([C:38]([O:40][CH3:41])=[O:39])=[CH:36][C:35]=5[CH3:44])[CH:29]=[N:30][C:31]=4[O:32][CH3:33])=[CH:24][N:23]=[C:22]([N:52]4[CH:56]=[CH:55][N:54]=[CH:53]4)[N:21]=3)[C@H:14]2[CH3:49])[CH:6]=[C:7]([C:9]([F:12])([F:11])[F:10])[CH:8]=1, predict the reactants needed to synthesize it. (5) Given the product [CH3:1][O:2][C:3](=[O:37])[CH2:4][CH2:5][C@H:6]([C@@H:8]1[C@:25]2([CH3:26])[C:11]([C:12]3[CH2:13][CH2:14][C@@H:15]4[C@:20]([C:22]=3[CH2:23][CH2:24]2)([CH3:21])[CH2:19][CH2:18][C@H:17]([OH:27])[C:16]4([CH3:36])[CH3:35])=[CH:10][CH2:9]1)[CH3:7], predict the reactants needed to synthesize it. The reactants are: [CH3:1][O:2][C:3](=[O:37])[CH2:4][CH2:5][C@H:6]([C@@H:8]1[C@:25]2([CH3:26])[C@H:11]([C:12]3[C@H:22]([CH2:23][CH2:24]2)[C@:20]2([CH3:21])[C:15]([C:16]([CH3:36])([CH3:35])[C@@H:17]([O:27][Si](C(C)(C)C)(C)C)[CH2:18][CH2:19]2)=[CH:14][CH:13]=3)[CH2:10][CH2:9]1)[CH3:7]. (6) Given the product [CH:11]([C@H:13]1[CH2:18][CH2:17][CH2:16][CH2:15][N:14]1[C:19]([O:21][C:22]([CH3:25])([CH3:24])[CH3:23])=[O:20])=[CH2:1], predict the reactants needed to synthesize it. The reactants are: [CH3:1][Si]([N-][Si](C)(C)C)(C)C.[Na+].[CH:11]([C@H:13]1[CH2:18][CH2:17][CH2:16][CH2:15][N:14]1[C:19]([O:21][C:22]([CH3:25])([CH3:24])[CH3:23])=[O:20])=O. (7) Given the product [N:1]1[CH:6]=[CH:5][CH:4]=[CH:3][C:2]=1[C:7]1[N:11]=[C:10]([C:12]2[CH:13]=[N:14][CH:15]=[C:16]([C:25]3[CH:26]=[N:27][CH:28]=[CH:29][CH:30]=3)[CH:17]=2)[O:9][N:8]=1, predict the reactants needed to synthesize it. The reactants are: [N:1]1[CH:6]=[CH:5][CH:4]=[CH:3][C:2]=1[C:7]1[N:11]=[C:10]([C:12]2[CH:13]=[N:14][CH:15]=[C:16](Br)[CH:17]=2)[O:9][N:8]=1.B1([C:25]2[CH:30]=[CH:29][CH:28]=[N:27][CH:26]=2)OCCCO1.C(=O)([O-])[O-].[Na+].[Na+].